Task: Predict the reaction yield, written as a fraction of the theoretical maximum amount of product (1.0 means a 100% yield; for example, 0.34 means a 34% yield).. Dataset: Reaction yield outcomes from USPTO patents with 853,638 reactions (1) The reactants are [CH:1]([N:4]1[C:12]2[CH:11]=[C:10]([C:13]3[CH:14]=[N:15][NH:16][CH:17]=3)[CH:9]=[C:8]([C:18]([O:20]C)=[O:19])[C:7]=2[CH:6]=[N:5]1)([CH3:3])[CH3:2].O.O[Li].O. The catalyst is C1COCC1. The product is [CH:1]([N:4]1[C:12]2[CH:11]=[C:10]([C:13]3[CH:14]=[N:15][NH:16][CH:17]=3)[CH:9]=[C:8]([C:18]([OH:20])=[O:19])[C:7]=2[CH:6]=[N:5]1)([CH3:3])[CH3:2]. The yield is 0.760. (2) The reactants are [NH2:1][CH:2]1[CH2:7][CH2:6][N:5]([CH2:8][CH2:9][N:10]2[C:15]3[CH:16]=[C:17]([C:20]#[N:21])[CH:18]=[CH:19][C:14]=3[O:13][CH2:12][C:11]2=[O:22])[CH2:4][CH2:3]1.[O:23]=[C:24]1[CH2:29][O:28][C:27]2[CH:30]=[CH:31][C:32]([CH:34]=O)=[N:33][C:26]=2[NH:25]1.C([BH3-])#N.[Na+]. No catalyst specified. The product is [O:22]=[C:11]1[N:10]([CH2:9][CH2:8][N:5]2[CH2:6][CH2:7][CH:2]([NH:1][CH2:34][C:32]3[CH:31]=[CH:30][C:27]4[O:28][CH2:29][C:24](=[O:23])[NH:25][C:26]=4[N:33]=3)[CH2:3][CH2:4]2)[C:15]2[CH:16]=[C:17]([C:20]#[N:21])[CH:18]=[CH:19][C:14]=2[O:13][CH2:12]1. The yield is 0.190.